This data is from Catalyst prediction with 721,799 reactions and 888 catalyst types from USPTO. The task is: Predict which catalyst facilitates the given reaction. (1) Reactant: [CH3:1][N:2]([CH3:16])[CH2:3][CH2:4][CH2:5][O:6][C:7]1[CH:15]=[CH:14][C:10]([C:11](O)=[O:12])=[CH:9][CH:8]=1.C(Cl)(=O)C([Cl:20])=O. Product: [CH3:1][N:2]([CH3:16])[CH2:3][CH2:4][CH2:5][O:6][C:7]1[CH:15]=[CH:14][C:10]([C:11]([Cl:20])=[O:12])=[CH:9][CH:8]=1. The catalyst class is: 120. (2) Reactant: C([O:3][C:4](=[O:36])[CH2:5][CH2:6][C:7]([C:9]1[CH:14]=[C:13]([Cl:15])[CH:12]=[CH:11][C:10]=1[O:16][CH2:17][C:18]([N:20]1[CH2:25][C@H:24]([CH3:26])[N:23]([CH2:27][C:28]2[CH:33]=[CH:32][C:31]([F:34])=[CH:30][CH:29]=2)[CH2:22][C@H:21]1[CH3:35])=[O:19])=[O:8])C.O1CCCC1.CO.O.[OH-].[Li+]. Product: [Cl:15][C:13]1[CH:12]=[CH:11][C:10]([O:16][CH2:17][C:18]([N:20]2[CH2:25][C@H:24]([CH3:26])[N:23]([CH2:27][C:28]3[CH:29]=[CH:30][C:31]([F:34])=[CH:32][CH:33]=3)[CH2:22][C@H:21]2[CH3:35])=[O:19])=[C:9]([C:7](=[O:8])[CH2:6][CH2:5][C:4]([OH:36])=[O:3])[CH:14]=1. The catalyst class is: 6. (3) The catalyst class is: 1. Product: [Si:31]([O:30][CH2:29][CH2:28][N:11]1[CH2:12][CH2:13][CH2:14][C:15](=[O:18])[C:16]2=[CH:17][N:8]([CH2:7][C:6]3[CH:5]=[CH:4][C:3]([O:2][CH3:1])=[CH:20][CH:19]=3)[N:9]=[C:10]12)([C:34]([CH3:37])([CH3:36])[CH3:35])([CH3:33])[CH3:32]. Reactant: [CH3:1][O:2][C:3]1[CH:20]=[CH:19][C:6]([CH2:7][N:8]2[CH:17]=[C:16]3[C:10]([NH:11][CH2:12][CH2:13][CH2:14][C:15]3=[O:18])=[N:9]2)=[CH:5][CH:4]=1.CC([O-])(C)C.[K+].Br[CH2:28][CH2:29][O:30][Si:31]([C:34]([CH3:37])([CH3:36])[CH3:35])([CH3:33])[CH3:32].O. (4) Product: [CH3:23][O:22][C:19]1[CH:18]=[CH:17][C:16]([CH2:15][CH:10]2[CH2:9][NH:8][CH2:13][CH2:12][N:11]2[CH3:14])=[CH:21][CH:20]=1. Reactant: C([N:8]1[CH2:13][CH2:12][N:11]([CH3:14])[CH:10]([CH2:15][C:16]2[CH:21]=[CH:20][C:19]([O:22][CH3:23])=[CH:18][CH:17]=2)[CH2:9]1)C1C=CC=CC=1.[H][H]. The catalyst class is: 849. (5) Reactant: CC(C)([O-])C.[K+].[CH3:7][C:8]([CH2:19][CH2:20][CH:21]=[C:22]([CH3:24])[CH3:23])=[CH:9][CH2:10]P(OCC)(=O)OCC.[CH3:25][CH:26]([CH:29]([O:32][CH3:33])[O:30][CH3:31])[CH:27]=O.O. Product: [CH3:25][CH:26]([CH:27]=[CH:10][CH:9]=[C:8]([CH3:7])[CH2:19][CH2:20][CH:21]=[C:22]([CH3:24])[CH3:23])[CH:29]([O:32][CH3:33])[O:30][CH3:31]. The catalyst class is: 365. (6) Reactant: [Cl:1][C:2]1[CH:7]=[C:6]([S:8](Cl)(=[O:10])=[O:9])[CH:5]=[CH:4][C:3]=1[CH3:12].[NH3:13]. Product: [Cl:1][C:2]1[CH:7]=[C:6]([S:8](=[O:10])(=[O:9])[NH2:13])[CH:5]=[CH:4][C:3]=1[CH3:12]. The catalyst class is: 22. (7) Reactant: [NH2:1][CH2:2][CH:3]([C:5]1[CH:10]=[CH:9][CH:8]=[CH:7][CH:6]=1)[OH:4].[CH3:11][O:12][C:13](=[O:23])[CH2:14][CH2:15][CH2:16][CH2:17][CH2:18][CH2:19][C:20](O)=[O:21].ON1C2C=CC=CC=2N=N1. Product: [CH3:11][O:12][C:13](=[O:23])[CH2:14][CH2:15][CH2:16][CH2:17][CH2:18][CH2:19][C:20](=[O:21])[NH:1][CH2:2][CH:3]([OH:4])[C:5]1[CH:10]=[CH:9][CH:8]=[CH:7][CH:6]=1. The catalyst class is: 56. (8) Product: [Br:1][C:2]1[C:3]([CH2:8][C:14]#[N:15])=[N:4][CH:5]=[CH:6][CH:7]=1. Reactant: [Br:1][C:2]1[C:3]([CH2:8]Br)=[N:4][CH:5]=[CH:6][CH:7]=1.C(O)C.O.[C-:14]#[N:15].[Na+]. The catalyst class is: 4. (9) Reactant: Cl[C:2]1[N:7]=[CH:6][N:5]=[C:4]([CH2:8][N:9]2[C:17](=[O:18])[C:16]3[C:11](=[CH:12][CH:13]=[CH:14][CH:15]=3)[C:10]2=[O:19])[CH:3]=1.O1CCOCC1.C(=O)([O-])[O-].[K+].[K+].[F:32][C:33]([F:44])([F:43])[C:34]1[N:39]=[CH:38][C:37](B(O)O)=[CH:36][N:35]=1. Product: [F:32][C:33]([F:44])([F:43])[C:34]1[N:39]=[CH:38][C:37]([C:2]2[N:7]=[CH:6][N:5]=[C:4]([CH2:8][N:9]3[C:17](=[O:18])[C:16]4[C:11](=[CH:12][CH:13]=[CH:14][CH:15]=4)[C:10]3=[O:19])[CH:3]=2)=[CH:36][N:35]=1. The catalyst class is: 263. (10) Reactant: [OH:1][C:2]1[C:9]([CH3:10])=[CH:8][C:5]([C:6]#[N:7])=[CH:4][C:3]=1[CH3:11].Br[CH2:13][C:14]([O:16][CH3:17])=[O:15].C(=O)([O-])[O-].[Cs+].[Cs+]. Product: [C:6]([C:5]1[CH:4]=[C:3]([CH3:11])[C:2]([O:1][CH2:13][C:14]([O:16][CH3:17])=[O:15])=[C:9]([CH3:10])[CH:8]=1)#[N:7]. The catalyst class is: 10.